From a dataset of Catalyst prediction with 721,799 reactions and 888 catalyst types from USPTO. Predict which catalyst facilitates the given reaction. (1) Reactant: [F:1][C:2]1[CH:9]=[CH:8][C:5]([CH2:6][NH2:7])=[CH:4][CH:3]=1.[Al](C)(C)C.C[O:15][C:16]([C:18]1[CH:23]=[C:22]([C:24]2[N:25]=[N:26][NH:27][N:28]=2)[CH:21]=[C:20]([CH3:29])[N:19]=1)=O. Product: [F:1][C:2]1[CH:9]=[CH:8][C:5]([CH2:6][NH:7][C:16]([C:18]2[CH:23]=[C:22]([C:24]3[N:28]=[N:27][NH:26][N:25]=3)[CH:21]=[C:20]([CH3:29])[N:19]=2)=[O:15])=[CH:4][CH:3]=1. The catalyst class is: 247. (2) Reactant: Cl.[NH:2]1[C:8]2[CH:9]=[CH:10][CH:11]=[CH:12][C:7]=2[CH:6]=[CH:5][CH:4]=[CH:3]1.C(Cl)Cl.Cl[C:17]([O:19][CH2:20][CH3:21])=[O:18]. Product: [CH2:20]([O:19][C:17]([N:2]1[CH2:3][CH2:4][C:5]2[CH:6]=[CH:7][CH:12]=[CH:11][C:10]=2[CH2:9][CH2:8]1)=[O:18])[CH3:21]. The catalyst class is: 33. (3) Reactant: [CH3:1][C:2]1[S:3][CH:4]=[C:5]([C:7]2[CH:27]=[CH:26][C:10]([O:11][CH2:12][CH2:13][CH2:14][CH2:15][CH2:16][O:17][C:18]3[CH:25]=[CH:24][C:21]([C:22]#[N:23])=[CH:20][CH:19]=3)=[CH:9][CH:8]=2)[N:6]=1.[Br:28]Br. Product: [Br:28][C:4]1[S:3][C:2]([CH3:1])=[N:6][C:5]=1[C:7]1[CH:8]=[CH:9][C:10]([O:11][CH2:12][CH2:13][CH2:14][CH2:15][CH2:16][O:17][C:18]2[CH:19]=[CH:20][C:21]([C:22]#[N:23])=[CH:24][CH:25]=2)=[CH:26][CH:27]=1. The catalyst class is: 452. (4) Reactant: C[O:2][CH:3]=[CH:4][C:5]1[CH:10]=[CH:9][CH:8]=[C:7]([N+:11]([O-:13])=[O:12])[CH:6]=1.Cl.O. Product: [N+:11]([C:7]1[CH:6]=[C:5]([CH2:4][CH:3]=[O:2])[CH:10]=[CH:9][CH:8]=1)([O-:13])=[O:12]. The catalyst class is: 49. (5) The catalyst class is: 59. Product: [CH2:27]([O:26][C:20](=[O:25])[CH2:21][C:22]([NH:18][C:9]1[CH:10]=[C:11]([C:14]([F:17])([F:16])[F:15])[CH:12]=[CH:13][C:8]=1[NH:7][C:6]([O:5][C:1]([CH3:4])([CH3:2])[CH3:3])=[O:19])=[O:23])[C:28]1[CH:33]=[CH:32][CH:31]=[CH:30][CH:29]=1. Reactant: [C:1]([O:5][C:6](=[O:19])[NH:7][C:8]1[CH:13]=[CH:12][C:11]([C:14]([F:17])([F:16])[F:15])=[CH:10][C:9]=1[NH2:18])([CH3:4])([CH3:3])[CH3:2].[C:20]([O:26][CH2:27][C:28]1[CH:33]=[CH:32][CH:31]=[CH:30][CH:29]=1)(=[O:25])[CH2:21][C:22]([O-])=[O:23].C(N(CC)C(C)C)(C)C.CN(C(ON1N=NC2C=CC=NC1=2)=[N+](C)C)C.F[P-](F)(F)(F)(F)F. (6) Reactant: [H-].[Na+].[CH3:3][NH:4][CH2:5][CH2:6][CH2:7][OH:8].[CH:9]1([C:16]2[N:21]3[N:22]=[CH:23][N:24]=[C:20]3[N:19]=[C:18]([OH:25])[C:17]=2[C:26]2[C:31]([F:32])=[CH:30][C:29](F)=[CH:28][C:27]=2[F:34])[CH2:15][CH2:14][CH2:13][CH2:12][CH2:11][CH2:10]1.[C:43](O[C:43]([O:45][C:46]([CH3:49])([CH3:48])[CH3:47])=[O:44])([O:45][C:46]([CH3:49])([CH3:48])[CH3:47])=[O:44]. Product: [CH:9]1([C:16]2[N:21]3[N:22]=[CH:23][N:24]=[C:20]3[N:19]=[C:18]([OH:25])[C:17]=2[C:26]2[C:27]([F:34])=[CH:28][C:29]([O:8][CH2:7][CH2:6][CH2:5][N:4]([CH3:3])[C:43](=[O:44])[O:45][C:46]([CH3:47])([CH3:48])[CH3:49])=[CH:30][C:31]=2[F:32])[CH2:10][CH2:11][CH2:12][CH2:13][CH2:14][CH2:15]1. The catalyst class is: 148.